This data is from Full USPTO retrosynthesis dataset with 1.9M reactions from patents (1976-2016). The task is: Predict the reactants needed to synthesize the given product. Given the product [C:9]([O:13][C:14]([N:16]1[CH2:21][CH2:20][N:19]([C:2]2[CH:7]=[CH:6][C:5]([CH3:22])=[CH:4][N:3]=2)[CH2:18][CH2:17]1)=[O:15])([CH3:12])([CH3:10])[CH3:11], predict the reactants needed to synthesize it. The reactants are: C[C:2]1[CH:7]=[CH:6][C:5](Cl)=[CH:4][N:3]=1.[C:9]([O:13][C:14]([N:16]1[CH2:21][CH2:20][NH:19][CH2:18][CH2:17]1)=[O:15])([CH3:12])([CH3:11])[CH3:10].[CH:22]1C=CC(P(C2C(C3C(P(C4C=CC=CC=4)C4C=CC=CC=4)=CC=C4C=3C=CC=C4)=C3C(C=CC=C3)=CC=2)C2C=CC=CC=2)=CC=1.C(OCC)C.